The task is: Predict the reaction yield, written as a fraction of the theoretical maximum amount of product (1.0 means a 100% yield; for example, 0.34 means a 34% yield).. This data is from Reaction yield outcomes from USPTO patents with 853,638 reactions. (1) The reactants are [CH2:1]([O:8][C:9](C[C@H](O)C(O)=O)=[O:10])[C:2]1[CH:7]=[CH:6][CH:5]=[CH:4][CH:3]=1.Cl.CNC.[CH3:21][CH2:22][N:23](C(C)C)C(C)C.C(Cl)CCl.C1C=CC2N([OH:43])N=NC=2C=1.[CH3:44][N:45]([CH:47]=[O:48])[CH3:46]. No catalyst specified. The product is [CH3:44][N:45]([CH3:46])[C:47](=[O:48])[C@@H:21]([OH:43])[CH2:22][NH:23][C:9](=[O:10])[O:8][CH2:1][C:2]1[CH:3]=[CH:4][CH:5]=[CH:6][CH:7]=1. The yield is 0.830. (2) The reactants are C[Al](C)C.[CH3:5][O:6][C:7]1[CH:8]=[C:9]([CH2:15][CH2:16][C:17]2[CH:18]=[C:19]([NH2:22])[NH:20][N:21]=2)[CH:10]=[C:11]([O:13][CH3:14])[CH:12]=1.[CH2:23]1[CH:28]2[CH2:29][CH2:30][CH2:31][CH2:32][N:27]2[CH2:26][CH2:25][N:24]1[C:33]1[N:38]=[CH:37][C:36]([C:39](OC)=[O:40])=[CH:35][N:34]=1. The catalyst is C1(C)C=CC=CC=1. The product is [CH2:23]1[CH:28]2[CH2:29][CH2:30][CH2:31][CH2:32][N:27]2[CH2:26][CH2:25][N:24]1[C:33]1[N:38]=[CH:37][C:36]([C:39]([NH:22][C:19]2[NH:20][N:21]=[C:17]([CH2:16][CH2:15][C:9]3[CH:8]=[C:7]([O:6][CH3:5])[CH:12]=[C:11]([O:13][CH3:14])[CH:10]=3)[CH:18]=2)=[O:40])=[CH:35][N:34]=1. The yield is 0.420. (3) The reactants are [CH3:1][O:2][C:3]1[CH:4]=[C:5]2[C:10](=[CH:11][C:12]=1[O:13][CH3:14])[N:9]=[CH:8][CH:7]=[C:6]2[O:15][C:16]1[CH:23]=[CH:22][C:21]([O:24][CH3:25])=[CH:20][C:17]=1[CH:18]=[O:19].[CH2:26]([Mg]Br)[CH3:27].[Cl-].[NH4+]. The yield is 0.490. The catalyst is O1CCCC1. The product is [CH3:1][O:2][C:3]1[CH:4]=[C:5]2[C:10](=[CH:11][C:12]=1[O:13][CH3:14])[N:9]=[CH:8][CH:7]=[C:6]2[O:15][C:16]1[CH:23]=[CH:22][C:21]([O:24][CH3:25])=[CH:20][C:17]=1[CH:18]([OH:19])[CH2:26][CH3:27]. (4) The reactants are [Br:1][C:2]1[C:7]([CH3:8])=[CH:6][N+:5]([O-])=[C:4]([CH3:10])[CH:3]=1.C(OP([C:19]#[N:20])(OCC)=O)C.C(N(CC)CC)C. The catalyst is CC#N. The product is [Br:1][C:2]1[CH:3]=[C:4]([CH3:10])[N:5]=[C:6]([C:19]#[N:20])[C:7]=1[CH3:8]. The yield is 0.696. (5) The reactants are [NH:1]1[C:9]2[C:4](=[CH:5][CH:6]=[CH:7][CH:8]=2)[C:3](/[CH:10]=[C:11]2\[O:12][C:13]3[CH:20]=[C:19]([OH:21])[CH:18]=[CH:17][C:14]=3[C:15]\2=[O:16])=[CH:2]1.[NH:22]1[CH2:27][CH2:26][S:25][CH2:24][CH2:23]1.[CH2:28]=O. The catalyst is C(O)C. The product is [NH:1]1[C:9]2[C:4](=[CH:5][CH:6]=[CH:7][CH:8]=2)[C:3](/[CH:10]=[C:11]2\[O:12][C:13]3[C:20]([CH2:28][N:22]4[CH2:27][CH2:26][S:25][CH2:24][CH2:23]4)=[C:19]([OH:21])[CH:18]=[CH:17][C:14]=3[C:15]\2=[O:16])=[CH:2]1. The yield is 0.440. (6) The reactants are [CH3:1][O:2][C:3]([NH:5][C@@H:6]([CH:52]([CH3:54])[CH3:53])[C:7]([N:9]1[CH2:13][C@@H:12]([CH2:14][O:15][CH3:16])[CH2:11][C@H:10]1[C:17]1[NH:18][C:19]([C:22]2[CH:27]=[CH:26][C:25]([C:28]3[CH:33]=[CH:32][C:31]([C:34]4[NH:38][C:37]([C@@H:39]5[CH2:43][C@H:42]([CH3:44])[CH2:41][N:40]5C(OC(C)(C)C)=O)=[N:36][CH:35]=4)=[CH:30][CH:29]=3)=[CH:24][CH:23]=2)=[CH:20][N:21]=1)=[O:8])=[O:4].Cl.[C:56]([O:60][C:61]([NH:63][C@H:64]([C:68]1[CH:73]=[CH:72][CH:71]=[CH:70][CH:69]=1)[C:65]([OH:67])=O)=[O:62])([CH3:59])([CH3:58])[CH3:57].CCOC(C(C#N)=NOC(N1CCOCC1)=[N+](C)C)=O.F[P-](F)(F)(F)(F)F.CCN(C(C)C)C(C)C. The product is [CH3:1][O:2][C:3]([NH:5][C@@H:6]([CH:52]([CH3:54])[CH3:53])[C:7]([N:9]1[CH2:13][C@@H:12]([CH2:14][O:15][CH3:16])[CH2:11][C@H:10]1[C:17]1[NH:18][C:19]([C:22]2[CH:23]=[CH:24][C:25]([C:28]3[CH:33]=[CH:32][C:31]([C:34]4[NH:38][C:37]([C@@H:39]5[CH2:43][C@H:42]([CH3:44])[CH2:41][N:40]5[C:65](=[O:67])[C@H:64]([NH:63][C:61](=[O:62])[O:60][C:56]([CH3:57])([CH3:58])[CH3:59])[C:68]5[CH:73]=[CH:72][CH:71]=[CH:70][CH:69]=5)=[N:36][CH:35]=4)=[CH:30][CH:29]=3)=[CH:26][CH:27]=2)=[CH:20][N:21]=1)=[O:8])=[O:4]. The catalyst is C(Cl)Cl.CCOC(C)=O.CN(C=O)C.CO. The yield is 0.740. (7) The reactants are [CH:1](=O)[C:2]1[CH:7]=[CH:6][CH:5]=[CH:4][CH:3]=1.[CH2:9]([SH:13])[CH2:10][CH2:11][SH:12].B(F)(F)F.CCOCC. The catalyst is C(Cl)Cl. The product is [C:2]1([CH:1]2[S:13][CH2:9][CH2:10][CH2:11][S:12]2)[CH:7]=[CH:6][CH:5]=[CH:4][CH:3]=1. The yield is 0.870.